This data is from Forward reaction prediction with 1.9M reactions from USPTO patents (1976-2016). The task is: Predict the product of the given reaction. (1) Given the reactants [N+:1]([C:4]1[CH:5]=[C:6]([S:11](Cl)(=[O:13])=[O:12])[CH:7]=[CH:8][C:9]=1[Cl:10])([O-])=O.[Cl-].[Al+3].[Cl-].[Cl-].[Sn](Cl)Cl, predict the reaction product. The product is: [Cl:10][C:9]1[CH:8]=[CH:7][C:6]([S:11]([C:4]2[CH:5]=[CH:6][CH:7]=[CH:8][CH:9]=2)(=[O:13])=[O:12])=[CH:5][C:4]=1[NH2:1]. (2) Given the reactants [CH2:1]([O:3][C:4]1[CH:5]=[C:6]([CH2:13][CH:14]([NH2:16])[CH3:15])[CH:7]=[CH:8][C:9]=1[O:10][CH2:11]C)C.C(=O)([O-])[O-].[Na+].[Na+].C(N1[C:32](=[O:33])[C:31]2=[CH:34][CH:35]=[CH:36][CH:37]=[C:30]2[C:29]1=[O:38])(OCC)=O, predict the reaction product. The product is: [C:29]1(=[O:38])[N:16]([CH:14]([CH2:13][C:6]2[CH:7]=[CH:8][C:9]([O:10][CH3:11])=[C:4]([O:3][CH3:1])[CH:5]=2)[CH3:15])[C:32](=[O:33])[C:31]2=[CH:34][CH:35]=[CH:36][CH:37]=[C:30]12. (3) Given the reactants CC1C=CC(S(O[CH2:12][CH2:13][CH2:14][CH2:15][C:16]2[C:24]3[C:19](=[CH:20][CH:21]=[C:22]([C:25]#[N:26])[CH:23]=3)[NH:18][CH:17]=2)(=O)=O)=CC=1.[F:27][C:28]1[CH:29]=[N:30][C:31]([N:34]2[CH2:39][CH2:38][NH:37][CH2:36][CH2:35]2)=[N:32][CH:33]=1.C(=O)([O-])[O-].[K+].[K+].[I-].[K+], predict the reaction product. The product is: [F:27][C:28]1[CH:29]=[N:30][C:31]([N:34]2[CH2:35][CH2:36][N:37]([CH2:12][CH2:13][CH2:14][CH2:15][C:16]3[C:24]4[C:19](=[CH:20][CH:21]=[C:22]([C:25]#[N:26])[CH:23]=4)[NH:18][CH:17]=3)[CH2:38][CH2:39]2)=[N:32][CH:33]=1. (4) Given the reactants [NH2:1][C:2]1[CH:3]=[C:4]2[C:9](=[C:10]([CH3:12])[CH:11]=1)[CH:8]=[N:7][C:6]([NH:13][C:14]([NH:16][CH2:17][CH3:18])=[O:15])=[CH:5]2.[C:19]([O:30][CH3:31])(=[O:29])[C:20]1[CH:28]=[CH:27][CH:26]=[C:22]([C:23]([O-])=[O:24])[CH:21]=1, predict the reaction product. The product is: [CH3:31][O:30][C:19](=[O:29])[C:20]1[CH:28]=[CH:27][CH:26]=[C:22]([C:23]([NH:1][C:2]2[CH:3]=[C:4]3[C:9](=[C:10]([CH3:12])[CH:11]=2)[CH:8]=[N:7][C:6]([NH:13][C:14]([NH:16][CH2:17][CH3:18])=[O:15])=[CH:5]3)=[O:24])[CH:21]=1. (5) The product is: [F:41][C:2]([F:1])([F:40])[C:3]1[CH:8]=[CH:7][C:6]([C:9]2[S:10][C:11]([C@H:25]([OH:28])[CH2:26][CH3:27])=[C:12]([CH2:14][N:15]3[CH2:20][CH2:19][CH:18]([C:21]([F:23])([F:22])[F:24])[CH2:17][CH2:16]3)[N:13]=2)=[CH:5][CH:4]=1. Given the reactants [F:1][C:2]([F:41])([F:40])[C:3]1[CH:8]=[CH:7][C:6]([C:9]2[S:10][C:11]([C@H:25]([O:28]C(=O)[C@H](OC)C3C=CC=CC=3)[CH2:26][CH3:27])=[C:12]([CH2:14][N:15]3[CH2:20][CH2:19][CH:18]([C:21]([F:24])([F:23])[F:22])[CH2:17][CH2:16]3)[N:13]=2)=[CH:5][CH:4]=1.[OH-].[Na+].Cl, predict the reaction product. (6) Given the reactants [N+:1]([C:4]1[C:5]([NH:10][C:11]2[CH:16]=[CH:15][CH:14]=[CH:13][CH:12]=2)=[N:6][CH:7]=[CH:8][CH:9]=1)([O-])=O.[CH3:17]O.[NH2:19][C:20]1[N:27]=[CH:26][CH:25]=[CH:24][C:21]=1[CH:22]=O.[O-]S(S([O-])=O)=O.[Na+].[Na+], predict the reaction product. The product is: [C:14]1([CH3:17])[CH:15]=[CH:16][C:11]([N:10]2[C:5]3=[N:6][CH:7]=[CH:8][CH:9]=[C:4]3[N:1]=[C:22]2[C:21]2[C:20]([NH2:19])=[N:27][CH:26]=[CH:25][CH:24]=2)=[CH:12][CH:13]=1.